Dataset: Forward reaction prediction with 1.9M reactions from USPTO patents (1976-2016). Task: Predict the product of the given reaction. Given the reactants C(O)(C(F)(F)F)=O.[OH:8][CH2:9][CH2:10][CH2:11][NH:12][C:13]1[N:14]=[C:15]([O:46][CH3:47])[C:16]2[C:21]([C:22]3[CH:27]=[CH:26][CH:25]=[CH:24][CH:23]=3)=[C:20]([C:28]3[CH:33]=[CH:32][C:31]([C:34]4([NH:38]C(=O)OC(C)(C)C)[CH2:37][CH2:36][CH2:35]4)=[CH:30][CH:29]=3)[O:19][C:17]=2[N:18]=1, predict the reaction product. The product is: [NH2:38][C:34]1([C:31]2[CH:32]=[CH:33][C:28]([C:20]3[O:19][C:17]4[N:18]=[C:13]([NH:12][CH2:11][CH2:10][CH2:9][OH:8])[N:14]=[C:15]([O:46][CH3:47])[C:16]=4[C:21]=3[C:22]3[CH:23]=[CH:24][CH:25]=[CH:26][CH:27]=3)=[CH:29][CH:30]=2)[CH2:35][CH2:36][CH2:37]1.